This data is from Full USPTO retrosynthesis dataset with 1.9M reactions from patents (1976-2016). The task is: Predict the reactants needed to synthesize the given product. Given the product [OH:51][C:52]1([C:21]([N:18]2[CH2:17][CH2:16][N:15]([C:13]([C:12]3[CH:11]=[CH:10][C:9]([C:32]4[CH:33]=[C:34]5[C:38](=[CH:39][CH:40]=4)[NH:37][CH:36]=[C:35]5[C:41]#[N:42])=[CH:29][CH:28]=3)=[O:14])[CH2:20][CH2:19]2)=[O:23])[CH2:54][CH2:53]1, predict the reactants needed to synthesize it. The reactants are: CC1(C)C(C)(C)OB([C:9]2[CH:29]=[CH:28][C:12]([C:13]([N:15]3[CH2:20][CH2:19][N:18]([C:21]([O:23]C(C)(C)C)=O)[CH2:17][CH2:16]3)=[O:14])=[CH:11][CH:10]=2)O1.Br[C:32]1[CH:33]=[C:34]2[C:38](=[CH:39][CH:40]=1)[NH:37][CH:36]=[C:35]2[C:41]#[N:42].P([O-])([O-])([O-])=O.[K+].[K+].[K+].[OH:51][C:52]1(C(O)=O)[CH2:54][CH2:53]1.F[P-](F)(F)(F)(F)F.N1(O[P+](N(C)C)(N(C)C)N(C)C)C2C=CC=CC=2N=N1.